From a dataset of Experimentally validated miRNA-target interactions with 360,000+ pairs, plus equal number of negative samples. Binary Classification. Given a miRNA mature sequence and a target amino acid sequence, predict their likelihood of interaction. (1) The miRNA is hsa-miR-4505 with sequence AGGCUGGGCUGGGACGGA. The protein sequence of the target gene is MRRLSLWWLLSRVCLLLPPPCALVLAGVPSSSSHPQPCQILKRIGHAVRVGAVHLQPWTTAPRAASRAPDDSRAGAQRDEPEPGTRRSPAPSPGARWLGSTLHGRGPPGSRKPGEGARAEALWPRDALLFAVDNLNRVEGLLPYNLSLEVVMAIEAGLGDLPLLPFSSPSSPWSSDPFSFLQSVCHTVVVQGVSALLAFPQSQGEMMELDLVSLVLHIPVISIVRHEFPRESQNPLHLQLSLENSLSSDADVTVSILTMNNWYNFSLLLCQEDWNITDFLLLTQNNSKFHLGSIINITAN.... Result: 0 (no interaction). (2) The miRNA is hsa-miR-603 with sequence CACACACUGCAAUUACUUUUGC. The protein sequence of the target gene is MGQNWKRQQKLWNVPQLPFIRVPPSIYDTSLLKALNQGQQRYFYSIMRIYNSRPQWEALQTRYIHSLQHQQLLGYITQREALSYALVLRDSTKRASAKVAPQRTIPRKTSAMTRRCPSVLPVSVVLPRAQSKRRQVLRN. Result: 1 (interaction). (3) The miRNA is hsa-miR-7111-3p with sequence AUCCUCUCUUCCCUCCUCCCAG. The protein sequence of the target gene is MSKPPDLLLRLLRGAPRQRVCTLFIIGFKFTFFVSIMIYWHVVGEPKEKGQLYNLPAEIPCPTLTPPTPPSHGPTPGNIFFLETSDRTNPNFLFMCSVESAARTHPESHVLVLMKGLPGGNASLPRHLGISLLSCFPNVQMLPLDLRELFRDTPLADWYAAVQGRWEPYLLPVLSDASRIALMWKFGGIYLDTDFIVLKNLRNLTNVLGTQSRYVLNGAFLAFERRHEFMALCMRDFVDHYNGWIWGHQGPQLLTRVFKKWCSIRSLAESRACRGVTTLPPEAFYPIPWQDWKKYFEDIN.... Result: 1 (interaction). (4) The miRNA is hsa-miR-302f with sequence UAAUUGCUUCCAUGUUU. The protein sequence of the target gene is MVAAKKTKKSLESINSRLQLVMKSGKYVLGYKQTLKMIRQGKAKLVILANNCPALRKSEIEYYAMLAKTGVHHYSGNNIELGTACGKYYRVCTLAIIDPGDSDIIRSMPEQTGEK. Result: 0 (no interaction). (5) The miRNA is rno-miR-26b-5p with sequence UUCAAGUAAUUCAGGAUAGGU. The protein sequence of the target gene is MLRGTMTAWRGMRPEVTLACLLLATAGCFADLNEVPQVTVQPASTVQKPGGTVILGCVVEPPRMNVTWRLNGKELNGSDDALGVLITHGTLVITALNNHTVGRYQCVARMPAGAVASVPATVTLANLQDFKLDVQHVIEVDEGNTAVIACHLPESHPKAQVRYSVKQEWLEASRGNYLIMPSGNLQIVNASQEDEGMYKCAAYNPVTQEVKTSGSSDRLRVRRSTAEAARIIYPPEAQTIIVTKGQSLILECVASGIPPPRVTWAKDGSSVTGYNKTRFLLSNLLIDTTSEEDSGTYRCM.... Result: 0 (no interaction).